This data is from Drug-target binding data from BindingDB using IC50 measurements. The task is: Regression. Given a target protein amino acid sequence and a drug SMILES string, predict the binding affinity score between them. We predict pIC50 (pIC50 = -log10(IC50 in M); higher means more potent). Dataset: bindingdb_ic50. (1) The small molecule is C[C@H](Nc1ncc2c(n1)NC(=O)OC2)c1cc2cc(Cl)ccc2[nH]c1=O. The target protein sequence is MSKKISGGSVVEMQGDEMTRIIWELIKEKLIFPYVELDLHSYDLGIENRDATNDQVTKDAAEAIKKHNVGVKCATITPDEKRVEEFKLKQMWKSPNGTIRNILGGTVFREAIICKNIPRLVSGWVKPIIIGCHAYGDQYRATDFVVPGPGKVEITYTPSDGTQKVTYLVHNFEEGGGVAMGMYNQDKSIEDFAHSSFQMALSKGWPLYLSTKNTILKKYDGRFKDIFQEIYDKQYKSQFEAQKIWYEHRLIDDMVAQAMKSEGGFIWACKNYDGDVQSDSVAQGYGSLGMMTSVLVCPDGKTVEAEAAHGTVTRHYRMYQKGQETSTNPIASIFAWTRGLAHRAKLDNNKELAFFANALEEVSIETIEAGFMTKDLAACIKGLPNVQRSDLGENLKIKLAQAKL. The pIC50 is 6.3. (2) The small molecule is COC(=O)Cc1csc(-c2nc3cc4ccccc4cc3nc2-c2cc(CC(=O)OC)cs2)c1. The target protein (Q9UBS0) has sequence MAAVFDLDLETEEGSEGEGEPELSPADACPLAELRAAGLEPVGHYEEVELTETSVNVGPERIGPHCFELLRVLGKGGYGKVFQVRKVQGTNLGKIYAMKVLRKAKIVRNAKDTAHTRAERNILESVKHPFIVELAYAFQTGGKLYLILECLSGGELFTHLEREGIFLEDTACFYLAEITLALGHLHSQGIIYRDLKPENIMLSSQGHIKLTDFGLCKESIHEGAVTHTFCGTIEYMAPEILVRSGHNRAVDWWSLGALMYDMLTGSPPFTAENRKKTMDKIIRGKLALPPYLTPDARDLVKKFLKRNPSQRIGGGPGDAADVQRHPFFRHMNWDDLLAWRVDPPFRPCLQSEEDVSQFDTRFTRQTPVDSPDDTALSESANQAFLGFTYVAPSVLDSIKEGFSFQPKLRSPRRLNSSPRAPVSPLKFSPFEGFRPSPSLPEPTELPLPPLLPPPPPSTTAPLPIRPPSGTKKSKRGRGRPGR. The pIC50 is 4.9.